This data is from Reaction yield outcomes from USPTO patents with 853,638 reactions. The task is: Predict the reaction yield, written as a fraction of the theoretical maximum amount of product (1.0 means a 100% yield; for example, 0.34 means a 34% yield). The reactants are [CH3:1][C:2]1[CH:8]=[C:7]([B:9]2[O:13][C:12]([CH3:15])([CH3:14])[C:11]([CH3:17])([CH3:16])[O:10]2)[CH:6]=[C:5]([N+:18]([O-])=O)[C:3]=1[NH2:4]. The catalyst is CO.[Pd]. The product is [CH3:1][C:2]1[CH:8]=[C:7]([B:9]2[O:13][C:12]([CH3:15])([CH3:14])[C:11]([CH3:17])([CH3:16])[O:10]2)[CH:6]=[C:5]([NH2:18])[C:3]=1[NH2:4]. The yield is 0.890.